This data is from Full USPTO retrosynthesis dataset with 1.9M reactions from patents (1976-2016). The task is: Predict the reactants needed to synthesize the given product. (1) Given the product [C:1]([O:5][C:6](=[O:23])[C:7]([CH3:8])([S:9][C:10]1[S:11][CH:12]=[C:13]([CH2:15][CH2:16][N:28]2[C:27](=[O:29])[C:26]3=[CH:30][CH:31]=[CH:32][CH:33]=[C:25]3[C:24]2=[O:34])[N:14]=1)[CH3:22])([CH3:2])([CH3:3])[CH3:4], predict the reactants needed to synthesize it. The reactants are: [C:1]([O:5][C:6](=[O:23])[C:7]([CH3:22])([S:9][C:10]1[S:11][CH:12]=[C:13]([CH2:15][CH2:16]OS(C)(=O)=O)[N:14]=1)[CH3:8])([CH3:4])([CH3:3])[CH3:2].[C:24]1(=[O:34])[NH:28][C:27](=[O:29])[C:26]2=[CH:30][CH:31]=[CH:32][CH:33]=[C:25]12.[K].O. (2) Given the product [CH3:1][N:2]1[CH2:3][CH2:4][N:5]([CH2:8][C@@H:9]2[CH2:13][CH2:12][CH2:11][N:10]2[S:14]([C:17]2[CH:25]=[CH:24][C:20]([CH3:21])=[CH:19][CH:18]=2)(=[O:15])=[O:16])[CH2:6][CH2:7]1, predict the reactants needed to synthesize it. The reactants are: [CH3:1][N:2]1[CH2:7][CH2:6][N:5]([CH2:8][C@@H:9]2[CH2:13][CH2:12][CH2:11][N:10]2[S:14]([C:17]2[CH:18]=[C:19]3C(=[CH:24][CH:25]=2)N[C:21](=O)[C:20]3=O)(=[O:16])=[O:15])[CH2:4][CH2:3]1.ClCC1(C#N)CCCC1. (3) Given the product [C:23]([NH:15][C:14]1[C:13]2[C:8](=[CH:9][CH:10]=[C:11]([O:26][C:44]3[CH:43]=[CH:42][C:41]4[O:37][CH2:38][O:39][C:40]=4[CH:45]=3)[CH:12]=2)[N:7]([C:27]2[CH:28]=[CH:29][C:30]([O:33][CH:34]([CH3:36])[CH3:35])=[CH:31][CH:32]=2)[C:6]=1[C:4]([OH:3])=[O:5])(=[O:25])[CH3:24], predict the reactants needed to synthesize it. The reactants are: C([O:3][C:4]([C:6]1[N:7]([C:27]2[CH:32]=[CH:31][C:30]([O:33][CH:34]([CH3:36])[CH3:35])=[CH:29][CH:28]=2)[C:8]2[C:13]([C:14]=1[N:15]([C:23](=[O:25])[CH3:24])C(OC(C)(C)C)=O)=[CH:12][C:11]([OH:26])=[CH:10][CH:9]=2)=[O:5])C.[O:37]1[C:41]2[CH:42]=[CH:43][C:44](B(O)O)=[CH:45][C:40]=2[O:39][CH2:38]1. (4) Given the product [NH2:13][C:10]([CH3:12])([CH3:11])[CH2:9][NH:8][C:26]1[C:25]2[C:30](=[CH:31][C:22]([O:21][CH2:14][C:15]3[CH:20]=[CH:19][CH:18]=[CH:17][CH:16]=3)=[CH:23][CH:24]=2)[N:29]=[CH:28][C:27]=1[N+:32]([O-:34])=[O:33], predict the reactants needed to synthesize it. The reactants are: C(N(CC)CC)C.[NH2:8][CH2:9][C:10]([NH2:13])([CH3:12])[CH3:11].[CH2:14]([O:21][C:22]1[CH:31]=[C:30]2[C:25]([C:26](Cl)=[C:27]([N+:32]([O-:34])=[O:33])[CH:28]=[N:29]2)=[CH:24][CH:23]=1)[C:15]1[CH:20]=[CH:19][CH:18]=[CH:17][CH:16]=1. (5) The reactants are: C[C:2](C)([O-:4])C.[K+].[CH3:7][CH2:8][CH2:9][CH2:10][CH2:11][CH3:12].[C:13]([O:16]CC)(=[O:15])C.Cl. Given the product [CH3:2][O:4][C:9]1[CH:8]=[CH:7][CH:12]=[CH:11][C:10]=1[C:13]([OH:16])=[O:15], predict the reactants needed to synthesize it. (6) Given the product [Cl:28][C:24]1[CH:23]=[C:22]([C:21]2[C:15]3[O:14][CH:13]([CH2:12][NH:31][CH3:30])[CH2:17][C:16]=3[CH:18]=[C:19]([CH3:29])[CH:20]=2)[CH:27]=[CH:26][CH:25]=1, predict the reactants needed to synthesize it. The reactants are: CC1C=CC(S(O[CH2:12][CH:13]2[CH2:17][C:16]3[CH:18]=[C:19]([CH3:29])[CH:20]=[C:21]([C:22]4[CH:27]=[CH:26][CH:25]=[C:24]([Cl:28])[CH:23]=4)[C:15]=3[O:14]2)(=O)=O)=CC=1.[CH3:30][NH2:31]. (7) Given the product [CH:1]([C:4]1[N:15]=[C:14]([CH2:17][O:18][C:19]2[CH:20]=[C:21]([CH:24]=[CH:25][CH:26]=2)[CH:22]=[O:23])[S:16][CH:6]=1)([CH3:3])[CH3:2], predict the reactants needed to synthesize it. The reactants are: [CH:1]([C:4]([CH3:6])=O)([CH3:3])[CH3:2].Br.CC(O)=O.BrBr.[C:14]([CH2:17][O:18][C:19]1[CH:20]=[C:21]([CH:24]=[CH:25][CH:26]=1)[CH:22]=[O:23])(=[S:16])[NH2:15].C(=O)([O-])O.[Na+].